This data is from Forward reaction prediction with 1.9M reactions from USPTO patents (1976-2016). The task is: Predict the product of the given reaction. (1) Given the reactants [Mg].BrCCBr.C(Br)(C)C.[O:10]1[CH2:15][CH2:14][CH2:13][CH2:12][CH:11]1[C:16]([CH2:18][CH2:19][C:20]#[CH:21])=[O:17].C1(S([CH:31]2[CH2:37][CH2:36][CH2:35][CH2:34][C@@H:33]([CH2:38][O:39][C:40]3[CH:45]=[CH:44][C:43]([F:46])=[CH:42][CH:41]=3)[O:32]2)(=O)=O)C=CC=CC=1, predict the reaction product. The product is: [F:46][C:43]1[CH:42]=[CH:41][C:40]([O:39][CH2:38][C@H:33]2[O:32][C@H:31]([C:21]#[C:20][CH2:19][CH2:18][C:16]([CH:11]3[CH2:12][CH2:13][CH2:14][CH2:15][O:10]3)=[O:17])[CH2:37][CH2:36][CH2:35][CH2:34]2)=[CH:45][CH:44]=1. (2) Given the reactants [CH:1]([C:3]1[CH:8]=[CH:7][N:6]=[CH:5][CH:4]=1)=[CH2:2].FC(F)(F)C1C=C(C=CC=1)C(N[C:17]1[CH:18]=[C:19]2[C:23](=[CH:24][CH:25]=1)[NH:22][CH:21]=[CH:20]2)=O, predict the reaction product. The product is: [N:6]1[CH:7]=[CH:8][C:3]([CH2:1][CH2:2][C:21]2[NH:22][C:23]3[C:19]([CH:20]=2)=[CH:18][CH:17]=[CH:25][CH:24]=3)=[CH:4][CH:5]=1. (3) Given the reactants [Cl:1][C:2]1[CH:7]=[CH:6][CH:5]=[C:4]([F:8])[C:3]=1[C:9]1[C:13]([NH2:14])=[C:12]([C:15]2[C:16]([C:27]([F:30])([F:29])[F:28])=[N:17][N:18]([C:20]3[CH:25]=[CH:24][CH:23]=[C:22]([F:26])[CH:21]=3)[CH:19]=2)[O:11][N:10]=1.[C:31](O)(=[O:33])C, predict the reaction product. The product is: [Cl:1][C:2]1[CH:7]=[CH:6][CH:5]=[C:4]([F:8])[C:3]=1[C:9]1[C:13]([NH:14][CH:31]=[O:33])=[C:12]([C:15]2[C:16]([C:27]([F:29])([F:30])[F:28])=[N:17][N:18]([C:20]3[CH:25]=[CH:24][CH:23]=[C:22]([F:26])[CH:21]=3)[CH:19]=2)[O:11][N:10]=1. (4) Given the reactants [NH2:1][C:2]1[S:3][C:4]2[C:10]([C:11]#[N:12])=[C:9]([O:13][C:14]3[CH:15]=[C:16]([NH:20][C:21](=[O:33])[C:22]4[CH:27]=[CH:26][CH:25]=[C:24]([C:28]([C:31]#[N:32])([CH3:30])[CH3:29])[CH:23]=4)[CH:17]=[CH:18][CH:19]=3)[CH:8]=[CH:7][C:5]=2[N:6]=1.[C:34](Cl)(=[O:36])[CH3:35], predict the reaction product. The product is: [C:34]([NH:1][C:2]1[S:3][C:4]2[C:10]([C:11]#[N:12])=[C:9]([O:13][C:14]3[CH:15]=[C:16]([NH:20][C:21](=[O:33])[C:22]4[CH:27]=[CH:26][CH:25]=[C:24]([C:28]([C:31]#[N:32])([CH3:30])[CH3:29])[CH:23]=4)[CH:17]=[CH:18][CH:19]=3)[CH:8]=[CH:7][C:5]=2[N:6]=1)(=[O:36])[CH3:35]. (5) Given the reactants C([N-]C(C)C)(C)C.[Li+].[C:9]([CH:11]1[CH2:16][CH2:15][N:14]([C:17]([O:19][C:20]([CH3:23])([CH3:22])[CH3:21])=[O:18])[CH2:13][CH2:12]1)#[N:10].Br[CH2:25][CH:26]1[CH2:28][CH2:27]1, predict the reaction product. The product is: [C:9]([C:11]1([CH2:25][CH:26]2[CH2:28][CH2:27]2)[CH2:16][CH2:15][N:14]([C:17]([O:19][C:20]([CH3:23])([CH3:22])[CH3:21])=[O:18])[CH2:13][CH2:12]1)#[N:10]. (6) Given the reactants [CH2:1]([C:6]1[CH:11]=[CH:10][N:9]=[C:8](C(O)=O)[CH:7]=1)[CH2:2][CH2:3][CH2:4][CH3:5].C(C1C=CN=CC=1)CCCC.[OH:26]O, predict the reaction product. The product is: [CH2:1]([C:6]1[CH:11]=[CH:10][N+:9]([O-:26])=[CH:8][CH:7]=1)[CH2:2][CH2:3][CH2:4][CH3:5].